Dataset: Full USPTO retrosynthesis dataset with 1.9M reactions from patents (1976-2016). Task: Predict the reactants needed to synthesize the given product. (1) The reactants are: [N+:1]([CH:3](S(C1C=CC(C)=CC=1)(=O)=O)[CH2:4][CH3:5])#[C-:2].[Br:16][C:17]1[CH:18]=[CH:19][C:20]([CH:23]=[O:24])=[N:21][CH:22]=1.C([O-])([O-])=O.[K+].[K+]. Given the product [Br:16][C:17]1[CH:18]=[CH:19][C:20]([C:23]2[O:24][CH:2]=[N:1][C:3]=2[CH2:4][CH3:5])=[N:21][CH:22]=1, predict the reactants needed to synthesize it. (2) Given the product [Cl:11][C:12]1[C:13]([C:20]([C:22]2[CH:27]=[CH:26][CH:25]=[CH:24][C:23]=2[O:28][CH:29]([F:30])[F:31])=[O:21])=[N:14][C:15]([S:18][CH3:19])=[N:16][CH:17]=1, predict the reactants needed to synthesize it. The reactants are: CS(C)=O.C(Cl)(=O)C(Cl)=O.[Cl:11][C:12]1[C:13]([CH:20]([C:22]2[CH:27]=[CH:26][CH:25]=[CH:24][C:23]=2[O:28][CH:29]([F:31])[F:30])[OH:21])=[N:14][C:15]([S:18][CH3:19])=[N:16][CH:17]=1.C(N(CC)CC)C. (3) Given the product [NH2:1][CH:2]([CH2:5][O:6][C:7]1[CH:12]=[C:11]([Cl:13])[C:10]([C:14]2[S:15][C:16]([C:19]3[N:20]=[C:21]4[CH:26]=[CH:25][C:24]([C:85]([F:88])([F:87])[F:86])=[CH:23][N:22]4[CH:28]=3)=[N:17][N:18]=2)=[CH:9][C:8]=1[Cl:42])[CH2:3][OH:4], predict the reactants needed to synthesize it. The reactants are: [NH2:1][CH:2]([CH2:5][O:6][C:7]1[CH:12]=[C:11]([Cl:13])[C:10]([C:14]2[S:15][C:16]([C:19]3[N:20]=[C:21]4[CH:26]=[CH:25][C:24](Cl)=[CH:23][N:22]4[CH:28]=3)=[N:17][N:18]=2)=[CH:9][C:8]=1F)[CH2:3][OH:4].NC(COC1C=C([Cl:42])C(C2SC(C3N=C4C=CC(I)=CN4C=3)=NN=2)=CC=1F)CO.N[C@@H](COC1C=C(Cl)C(C2SC(C3N=C4C=CC([C:85]([F:88])([F:87])[F:86])=CN4C=3)=NN=2)=CC=1F)CO.NC(COC1C=C(Cl)C(C2SC(C3N=C4C=CC(OC)=CN4C=3)=NN=2)=CC=1F)CO.N[C@H](COC1C=C(Cl)C(C2SC(C3N=C4C=CC(C(F)(F)F)=CN4C=3)=NN=2)=CC=1F)CO.N[C@H](COC1C=C(Cl)C(C2SC(C3N=C4C=CC(OC)=CN4C=3)=NN=2)=CC=1F)CO.P(O)(O)(OCC(N)COC1C=C(Cl)C(C2SC(C3N=C4C(Cl)=CC(C(F)(F)F)=CN4C=3)=NN=2)=CC=1F)=O. (4) Given the product [CH2:1]([O:3][C:4](=[O:18])[CH:5]=[CH:6][C:7]1[C:8]([C:24]2[CH:23]=[CH:22][CH:21]=[C:20]([F:19])[CH:25]=2)=[N:9][C:10]([C:13]([F:16])([F:15])[F:14])=[CH:11][CH:12]=1)[CH3:2], predict the reactants needed to synthesize it. The reactants are: [CH2:1]([O:3][C:4](=[O:18])[CH:5]=[CH:6][C:7]1[C:8](Cl)=[N:9][C:10]([C:13]([F:16])([F:15])[F:14])=[CH:11][CH:12]=1)[CH3:2].[F:19][C:20]1[CH:21]=[C:22](B(O)O)[CH:23]=[CH:24][CH:25]=1. (5) Given the product [F:22][C:23]1[CH:24]=[C:25]2[C:29](=[CH:30][C:31]=1[NH:32][C:33](=[O:37])[CH2:34][O:35][CH3:36])[NH:28][C:27](=[O:38])[C:26]2=[CH:20][C:3]1[NH:4][C:5]2[CH2:10][CH2:9][N:8]([CH2:11][CH2:12][N:13]3[CH2:14][CH2:15][CH2:16][CH2:17][CH2:18]3)[C:7](=[O:19])[C:6]=2[C:2]=1[CH3:1], predict the reactants needed to synthesize it. The reactants are: [CH3:1][C:2]1[C:6]2[C:7](=[O:19])[N:8]([CH2:11][CH2:12][N:13]3[CH2:18][CH2:17][CH2:16][CH2:15][CH2:14]3)[CH2:9][CH2:10][C:5]=2[NH:4][C:3]=1[CH:20]=O.[F:22][C:23]1[CH:24]=[C:25]2[C:29](=[CH:30][C:31]=1[NH:32][C:33](=[O:37])[CH2:34][O:35][CH3:36])[NH:28][C:27](=[O:38])[CH2:26]2.